Dataset: Forward reaction prediction with 1.9M reactions from USPTO patents (1976-2016). Task: Predict the product of the given reaction. (1) Given the reactants [F:1][C:2]1[CH:23]=[CH:22][CH:21]=[C:20]([F:24])[C:3]=1[CH2:4][O:5][C:6]1[C:7]2[N:8]([C:13]([C:17]([OH:19])=O)=[C:14]([CH3:16])[N:15]=2)[CH:9]=[C:10]([CH3:12])[CH:11]=1.CN(C(ON1N=NC2C=CC=NC1=2)=[N+](C)C)C.F[P-](F)(F)(F)(F)F.C(N(CC)C(C)C)(C)C.[NH2:58][CH2:59][C@H:60]1[CH2:64][CH2:63][CH2:62][N:61]1[C:65]([O:67][C:68]([CH3:71])([CH3:70])[CH3:69])=[O:66].O.[C:73]([OH:79])([C:75]([F:78])([F:77])[F:76])=[O:74], predict the reaction product. The product is: [F:76][C:75]([F:78])([F:77])[C:73]([OH:79])=[O:74].[F:1][C:2]1[CH:23]=[CH:22][CH:21]=[C:20]([F:24])[C:3]=1[CH2:4][O:5][C:6]1[C:7]2[N:8]([C:13]([C:17]([NH:58][CH2:59][C@H:60]3[CH2:64][CH2:63][CH2:62][N:61]3[C:65]([O:67][C:68]([CH3:71])([CH3:70])[CH3:69])=[O:66])=[O:19])=[C:14]([CH3:16])[N:15]=2)[CH:9]=[C:10]([CH3:12])[CH:11]=1. (2) Given the reactants [OH:1][N:2]=[C:3](Cl)[C:4]1[CH:9]=[CH:8][CH:7]=[N:6][CH:5]=1.[Cl:11][C:12]1[CH:17]=[CH:16][CH:15]=[C:14]([C:18]#[CH:19])[CH:13]=1.N, predict the reaction product. The product is: [Cl:11][C:12]1[CH:13]=[C:14]([C:18]2[O:1][N:2]=[C:3]([C:4]3[CH:5]=[N:6][CH:7]=[CH:8][CH:9]=3)[CH:19]=2)[CH:15]=[CH:16][CH:17]=1.